From a dataset of Catalyst prediction with 721,799 reactions and 888 catalyst types from USPTO. Predict which catalyst facilitates the given reaction. (1) Reactant: C[Si](C)(C)[C:3]1[NH:7][N:6]=[N:5][C:4]=1[CH2:8][N:9]1[CH:13]=[C:12]([C:14]([O:16]C)=[O:15])[N:11]=[N:10]1.O1CCCC1.[OH-].[Li+].Cl. Product: [NH:7]1[CH:3]=[C:4]([CH2:8][N:9]2[CH:13]=[C:12]([C:14]([OH:16])=[O:15])[N:11]=[N:10]2)[N:5]=[N:6]1. The catalyst class is: 6. (2) Reactant: [C:1]([O:12][CH:13]([CH3:15])[CH3:14])(=[O:11])[C:2]1[C:3](=[CH:7][CH:8]=[CH:9][CH:10]=1)[C:4]([O-:6])=[O:5].[OH-].[K+:17]. Product: [CH:13]([O:12][C:1](=[O:11])[C:2]1[C:3](=[CH:7][CH:8]=[CH:9][CH:10]=1)[C:4]([O-:6])=[O:5])([CH3:15])[CH3:14].[K+:17]. The catalyst class is: 41.